From a dataset of Full USPTO retrosynthesis dataset with 1.9M reactions from patents (1976-2016). Predict the reactants needed to synthesize the given product. (1) The reactants are: [Cl:1][C:2]1[N:7]=[CH:6][N:5]=[C:4]([O:8][C:9]2[CH:15]=[CH:14][C:12]([NH2:13])=[CH:11][CH:10]=2)[CH:3]=1.[C:16]([C:20]1[CH:25]=[CH:24][C:23]([N:26]=[C:27]=[O:28])=[CH:22][CH:21]=1)([CH3:19])([CH3:18])[CH3:17]. Given the product [Cl:1][C:2]1[N:7]=[CH:6][N:5]=[C:4]([O:8][C:9]2[CH:15]=[CH:14][C:12]([NH:13][C:27]([NH:26][C:23]3[CH:24]=[CH:25][C:20]([C:16]([CH3:19])([CH3:18])[CH3:17])=[CH:21][CH:22]=3)=[O:28])=[CH:11][CH:10]=2)[CH:3]=1, predict the reactants needed to synthesize it. (2) Given the product [C:24]([N:22]1[CH2:23][CH:20]([C:18]2[N:17]([CH3:31])[N:16]=[C:15]([NH:14][C:10]3[CH:9]=[C:8]([N:5]4[CH2:6][CH2:7][C@:3]([CH:33]5[CH2:34][CH2:35]5)([C:1]#[N:2])[C:4]4=[O:32])[CH:13]=[CH:12][N:11]=3)[CH:19]=2)[CH2:21]1)(=[O:25])[CH3:36], predict the reactants needed to synthesize it. The reactants are: [C:1]([C@@:3]1([CH:33]2[CH2:35][CH2:34]2)[CH2:7][CH2:6][N:5]([C:8]2[CH:13]=[CH:12][N:11]=[C:10]([NH:14][C:15]3[CH:19]=[C:18]([CH:20]4[CH2:23][N:22]([C:24](OC(C)(C)C)=[O:25])[CH2:21]4)[N:17]([CH3:31])[N:16]=3)[CH:9]=2)[C:4]1=[O:32])#[N:2].[CH2:36](OC(=O)C)C.Cl. (3) Given the product [NH:26]1[C:27]2[C:23](=[C:22]([O:21][C:16]3[N:15]=[C:14]([NH:13][C:5]4[CH:4]=[C:3]([O:2][CH3:1])[C:8]([O:9][CH3:10])=[C:7]([O:11][CH3:12])[CH:6]=4)[CH:19]=[N:18][CH:17]=3)[CH:30]=[CH:29][CH:28]=2)[CH:24]=[CH:25]1, predict the reactants needed to synthesize it. The reactants are: [CH3:1][O:2][C:3]1[CH:4]=[C:5]([NH:13][C:14]2[CH:19]=[N:18][CH:17]=[C:16](Cl)[N:15]=2)[CH:6]=[C:7]([O:11][CH3:12])[C:8]=1[O:9][CH3:10].[OH:21][C:22]1[CH:30]=[CH:29][CH:28]=[C:27]2[C:23]=1[CH:24]=[CH:25][NH:26]2. (4) The reactants are: [Br:1][C:2]1[C:10]2[C:5](=[C:6]([C@H:12]([O:14][CH2:15][C:16]3([C:29]4[CH:34]=[CH:33][C:32]([F:35])=[CH:31][CH:30]=4)[CH2:21][CH2:20][N:19](C(OC(C)(C)C)=O)[CH2:18][CH2:17]3)[CH3:13])[CH:7]=[C:8]([Br:11])[CH:9]=2)[NH:4][N:3]=1. Given the product [Br:1][C:2]1[C:10]2[C:5](=[C:6]([C@H:12]([O:14][CH2:15][C:16]3([C:29]4[CH:30]=[CH:31][C:32]([F:35])=[CH:33][CH:34]=4)[CH2:21][CH2:20][NH:19][CH2:18][CH2:17]3)[CH3:13])[CH:7]=[C:8]([Br:11])[CH:9]=2)[NH:4][N:3]=1, predict the reactants needed to synthesize it. (5) Given the product [CH2:21]([O:20][C:18]([NH:17][CH2:16][CH2:15][O:14][CH2:13][CH2:12][O:11][CH2:10][CH2:9][O:8][CH2:7][CH2:6][I:29])=[O:19])[C:22]1[CH:27]=[CH:26][CH:25]=[CH:24][CH:23]=1, predict the reactants needed to synthesize it. The reactants are: S(O[CH2:6][CH2:7][O:8][CH2:9][CH2:10][O:11][CH2:12][CH2:13][O:14][CH2:15][CH2:16][NH:17][C:18]([O:20][CH2:21][C:22]1[CH:27]=[CH:26][CH:25]=[CH:24][CH:23]=1)=[O:19])(=O)(=O)C.[Na+].[I-:29]. (6) The reactants are: Cl[C:2]1[N:7]=[CH:6][N:5]=[C:4]([NH2:8])[CH:3]=1.C(N(C(C)C)CC)(C)C.[NH:18]1[CH2:23][CH2:22][S:21](=[O:25])(=[O:24])[CH2:20][CH2:19]1. Given the product [O:24]=[S:21]1(=[O:25])[CH2:22][CH2:23][N:18]([C:2]2[N:7]=[CH:6][N:5]=[C:4]([NH2:8])[CH:3]=2)[CH2:19][CH2:20]1, predict the reactants needed to synthesize it. (7) The reactants are: [NH:1]1[CH:5]=[C:4]([C:6]2[N:11]3[N:12]=[C:13]([NH:15][C:16]4[CH:21]=[CH:20][C:19]([O:22][CH2:23][CH2:24][N:25]5[CH2:29][CH2:28][CH2:27][CH2:26]5)=[CH:18][CH:17]=4)[N:14]=[C:10]3[CH:9]=[CH:8][CH:7]=2)[CH:3]=[N:2]1.C(=O)([O-])[O-].Br[CH2:35][C:36]([O:38][CH3:39])=[O:37]. Given the product [CH3:39][O:38][C:36](=[O:37])[CH2:35][N:2]1[CH:3]=[C:4]([C:6]2[N:11]3[N:12]=[C:13]([NH:15][C:16]4[CH:17]=[CH:18][C:19]([O:22][CH2:23][CH2:24][N:25]5[CH2:29][CH2:28][CH2:27][CH2:26]5)=[CH:20][CH:21]=4)[N:14]=[C:10]3[CH:9]=[CH:8][CH:7]=2)[CH:5]=[N:1]1, predict the reactants needed to synthesize it. (8) Given the product [CH3:11][C:1]1[CH:6]=[CH:5][C:4]([S:7]([O:30][C@H:17]([C@@H:13]2[CH:14]=[CH:15][CH2:16][O:12]2)[CH2:18][NH:19][C:20]([O:21][CH2:22][C:23]2[CH:24]=[CH:25][CH:26]=[CH:27][CH:28]=2)=[O:29])(=[O:9])=[O:8])=[CH:3][CH:2]=1, predict the reactants needed to synthesize it. The reactants are: [C:1]1([CH3:11])[CH:6]=[CH:5][C:4]([S:7](Cl)(=[O:9])=[O:8])=[CH:3][CH:2]=1.[O:12]1[CH2:16][CH:15]=[CH:14][C@H:13]1[C@@H:17]([OH:30])[CH2:18][NH:19][C:20](=[O:29])[O:21][CH2:22][C:23]1[CH:28]=[CH:27][CH:26]=[CH:25][CH:24]=1.